From a dataset of Peptide-MHC class II binding affinity with 134,281 pairs from IEDB. Regression. Given a peptide amino acid sequence and an MHC pseudo amino acid sequence, predict their binding affinity value. This is MHC class II binding data. (1) The peptide sequence is LVGPTPVNIIGRNLLTQLGC. The MHC is HLA-DQA10301-DQB10302 with pseudo-sequence HLA-DQA10301-DQB10302. The binding affinity (normalized) is 0.179. (2) The peptide sequence is KGSNPNYLALLVKFV. The MHC is DRB3_0202 with pseudo-sequence DRB3_0202. The binding affinity (normalized) is 0.276.